The task is: Predict which catalyst facilitates the given reaction.. This data is from Catalyst prediction with 721,799 reactions and 888 catalyst types from USPTO. (1) Reactant: C[O:2][C:3]([C:5]1[S:27][C:8]2[N:9]=[CH:10][N:11]=[C:12]([NH:13][C:14]3[C:15]([O:20][C@@H:21]4[CH2:26][CH2:25][CH2:24][O:23][CH2:22]4)=[N:16][CH:17]=[CH:18][CH:19]=3)[C:7]=2[C:6]=1[CH3:28])=[O:4].CO.[OH-].[Na+].Cl. Product: [CH3:28][C:6]1[C:7]2[C:12]([NH:13][C:14]3[C:15]([O:20][C@@H:21]4[CH2:26][CH2:25][CH2:24][O:23][CH2:22]4)=[N:16][CH:17]=[CH:18][CH:19]=3)=[N:11][CH:10]=[N:9][C:8]=2[S:27][C:5]=1[C:3]([OH:4])=[O:2]. The catalyst class is: 90. (2) Reactant: [F:1][C:2]([F:33])([F:32])[C:3]1[CH:27]=[C:26]([C:28]([F:31])([F:30])[F:29])[CH:25]=[CH:24][C:4]=1[O:5][C:6]1[CH:11]=[CH:10][C:9](/[CH:12]=[C:13]2\[NH:14][C:15](=[O:21])[N:16]([CH2:19][CH3:20])[C:17]\2=[NH:18])=[CH:8][C:7]=1[O:22][CH3:23].[C:34](=O)([O-])[O-].[K+].[K+].IC.O. The catalyst class is: 9. Product: [F:33][C:2]([F:32])([F:1])[C:3]1[CH:27]=[C:26]([C:28]([F:29])([F:31])[F:30])[CH:25]=[CH:24][C:4]=1[O:5][C:6]1[CH:11]=[CH:10][C:9](/[CH:12]=[C:13]2\[N:14]([CH3:34])[C:15](=[O:21])[N:16]([CH2:19][CH3:20])[C:17]\2=[NH:18])=[CH:8][C:7]=1[O:22][CH3:23]. (3) Reactant: [CH:1]1([C:6]2[CH:15]=[CH:14][C:13]3[C:8](=[CH:9][CH:10]=[CH:11][CH:12]=3)[N:7]=2)[CH2:5][CH2:4][CH2:3][CH2:2]1.[BH4-].[Na+]. Product: [CH:1]1([CH:6]2[CH2:15][CH2:14][C:13]3[C:8](=[CH:9][CH:10]=[CH:11][CH:12]=3)[NH:7]2)[CH2:2][CH2:3][CH2:4][CH2:5]1. The catalyst class is: 652. (4) Reactant: [F:1][C:2]1[CH:3]=[C:4]([CH:12]=[C:13]([C:16]2[CH:24]=[C:23]3[C:19]([C:20](I)=[N:21][N:22]3[CH2:25][O:26][CH2:27][CH2:28][Si:29]([CH3:32])([CH3:31])[CH3:30])=[CH:18][CH:17]=2)[C:14]=1[CH3:15])[C:5]([O:7][C:8]([CH3:11])([CH3:10])[CH3:9])=[O:6].[CH3:34][N:35]1[C:39]([Sn](CCCC)(CCCC)CCCC)=[CH:38][N:37]=[C:36]1[CH3:53]. Product: [CH3:34][N:35]1[C:39]([C:20]2[C:19]3[C:23](=[CH:24][C:16]([C:13]4[CH:12]=[C:4]([CH:3]=[C:2]([F:1])[C:14]=4[CH3:15])[C:5]([O:7][C:8]([CH3:11])([CH3:10])[CH3:9])=[O:6])=[CH:17][CH:18]=3)[N:22]([CH2:25][O:26][CH2:27][CH2:28][Si:29]([CH3:32])([CH3:31])[CH3:30])[N:21]=2)=[CH:38][N:37]=[C:36]1[CH3:53]. The catalyst class is: 109. (5) Product: [ClH:35].[CH2:15]([O:14][CH2:13][C@H:12]([O:11][C:7]1[CH:6]=[C:5]([C@H:3]([OH:4])[CH2:2][N:1]([CH2:3][C:5]2[CH:10]=[CH:9][CH:8]=[CH:7][CH:6]=2)[CH2:30][C:29]2[CH:32]=[CH:22][CH:12]=[CH:13][CH:31]=2)[CH:10]=[CH:9][CH:8]=1)[CH3:22])[C:16]1[CH:17]=[CH:18][CH:19]=[CH:20][CH:21]=1. Reactant: [NH2:1][CH2:2][C@H:3]([C:5]1[CH:10]=[CH:9][CH:8]=[C:7]([O:11][C@H:12]([CH3:22])[CH2:13][O:14][CH2:15][C:16]2[CH:21]=[CH:20][CH:19]=[CH:18][CH:17]=2)[CH:6]=1)[OH:4].C(=O)([O-])[O-].[K+].[K+].[C:29](OC)([CH3:32])([CH3:31])[CH3:30].[ClH:35]. The catalyst class is: 8. (6) Reactant: Br[C:2]1[CH:3]=[C:4]([CH:28]=[CH:29][CH:30]=1)[CH2:5][N:6]1[C:10]([CH3:11])=[N:9][C:8]([C:12]2[CH:16]=[C:15]([C:17]3[CH:22]=[CH:21][C:20]([O:23][C:24]([F:27])([F:26])[F:25])=[CH:19][CH:18]=3)[O:14][N:13]=2)=[N:7]1.C1(P(C2CCCCC2)C2C=CC=CC=2C2C(OC(C)C)=CC=CC=2OC(C)C)CCCCC1.[CH3:64][S:65]([CH:68]1[CH2:73][CH2:72][NH:71][CH2:70][CH2:69]1)(=[O:67])=[O:66].CC(C)([O-])C.[Na+]. Product: [CH3:11][C:10]1[N:6]([CH2:5][C:4]2[CH:28]=[CH:29][CH:30]=[C:2]([N:71]3[CH2:72][CH2:73][CH:68]([S:65]([CH3:64])(=[O:67])=[O:66])[CH2:69][CH2:70]3)[CH:3]=2)[N:7]=[C:8]([C:12]2[CH:16]=[C:15]([C:17]3[CH:22]=[CH:21][C:20]([O:23][C:24]([F:27])([F:26])[F:25])=[CH:19][CH:18]=3)[O:14][N:13]=2)[N:9]=1. The catalyst class is: 101. (7) Reactant: [CH3:1][C:2]1[CH:3]=[C:4]([CH:8]=[CH:9][C:10]=1[N:11]1[CH2:16][CH2:15][O:14][CH2:13][C:12]1=[O:17])[C:5]([OH:7])=O.[Cl:18][C:19]1[CH:35]=[CH:34][C:22]2[NH:23][C:24]([CH:26]([NH2:33])[C:27]3[CH:31]=[CH:30][N:29]([CH3:32])[N:28]=3)=[N:25][C:21]=2[CH:20]=1.CN(C(ON1N=NC2C=CC=CC1=2)=[N+](C)C)C.[B-](F)(F)(F)F.CCN(C(C)C)C(C)C. Product: [Cl:18][C:19]1[CH:35]=[CH:34][C:22]2[NH:23][C:24]([CH:26]([NH:33][C:5](=[O:7])[C:4]3[CH:8]=[CH:9][C:10]([N:11]4[CH2:16][CH2:15][O:14][CH2:13][C:12]4=[O:17])=[C:2]([CH3:1])[CH:3]=3)[C:27]3[CH:31]=[CH:30][N:29]([CH3:32])[N:28]=3)=[N:25][C:21]=2[CH:20]=1. The catalyst class is: 1. (8) Reactant: [Li+].CC([N-]C(C)C)C.[CH3:9][N:10]1[CH2:15][CH2:14][C:13](=[O:16])[CH2:12][CH2:11]1.C1(N([S:24]([C:27]([F:30])([F:29])[F:28])(=[O:26])=[O:25])[S:24]([C:27]([F:30])([F:29])[F:28])(=[O:26])=[O:25])C=CC=CC=1.O. Product: [F:28][C:27]([F:30])([F:29])[S:24]([O:16][C:13]1[CH2:12][CH2:11][N:10]([CH3:9])[CH2:15][CH:14]=1)(=[O:26])=[O:25]. The catalyst class is: 1. (9) Reactant: [C:1]([O:4][C@H:5]1[CH2:10][CH2:9][C@H:8]2[C@H:11]3[C@H:21]([CH2:22][CH2:23][C@:6]12[CH3:7])[C@:19]1([CH3:20])[C:14](=[CH:15][C:16](=[O:24])[CH2:17][CH2:18]1)[C:13](=[CH2:25])[CH2:12]3)(=[O:3])[CH3:2].ClC1C(=O)C(C#N)=C(C#N)C(=O)C=1Cl.FC(F)(F)C(O)=O.FC(F)(F)C(=N[Si](C)(C)C)O[Si](C)(C)C. Product: [C:1]([O:4][C@H:5]1[CH2:10][CH2:9][C@H:8]2[C@H:11]3[C@H:21]([CH2:22][CH2:23][C@:6]12[CH3:7])[C@:19]1([CH3:20])[C:14](=[CH:15][C:16](=[O:24])[CH:17]=[CH:18]1)[C:13](=[CH2:25])[CH2:12]3)(=[O:3])[CH3:2]. The catalyst class is: 11.